This data is from Full USPTO retrosynthesis dataset with 1.9M reactions from patents (1976-2016). The task is: Predict the reactants needed to synthesize the given product. Given the product [Br-:1].[CH2:9]([O:8][C:6](=[O:7])[CH2:5][CH2:4][C:3]1[S:13][C:12]([NH3+:14])=[N:11][CH:2]=1)[CH3:15], predict the reactants needed to synthesize it. The reactants are: [Br:1][CH2:2][C:3](=O)[CH2:4][CH2:5][C:6]([O:8][CH3:9])=[O:7].[NH2:11][C:12]([NH2:14])=[S:13].[CH2:15](O)C.